Predict the product of the given reaction. From a dataset of Forward reaction prediction with 1.9M reactions from USPTO patents (1976-2016). (1) Given the reactants [CH2:1](/[N:5]=[C:6]1\[CH2:7][CH2:8][CH2:9][CH:10]=[C:11]\1[NH:12][C:13]1[C:18]([CH:19]([CH3:21])[CH3:20])=[CH:17][CH:16]=[CH:15][C:14]=1[CH:22]([CH3:24])[CH3:23])[CH2:2][CH2:3][CH3:4].C1(C)C=CC=CC=1.Cl, predict the reaction product. The product is: [CH:22]([C:14]1[CH:15]=[CH:16][CH:17]=[C:18]([CH:19]([CH3:20])[CH3:21])[C:13]=1/[N:12]=[C:11]1/[C:6]([NH:5][CH2:1][CH2:2][CH2:3][CH3:4])=[CH:7][CH2:8][CH2:9][CH2:10]/1)([CH3:24])[CH3:23]. (2) Given the reactants [F:1][C:2]1[CH:7]=[CH:6][CH:5]=[CH:4][C:3]=1[CH:8]1[CH2:13][CH2:12][N:11]([C:14]2[CH:19]=[N:18][NH:17][C:16](=[O:20])[C:15]=2[C:21]([F:24])([F:23])[F:22])[CH2:10][CH2:9]1.[C:25](O[C:25]([O:27][C:28]([CH3:31])([CH3:30])[CH3:29])=[O:26])([O:27][C:28]([CH3:31])([CH3:30])[CH3:29])=[O:26].C(N(CC)CC)C, predict the reaction product. The product is: [F:1][C:2]1[CH:7]=[CH:6][CH:5]=[CH:4][C:3]=1[CH:8]1[CH2:9][CH2:10][N:11]([C:14]2[CH:19]=[N:18][N:17]([C:25]([O:27][C:28]([CH3:31])([CH3:30])[CH3:29])=[O:26])[C:16](=[O:20])[C:15]=2[C:21]([F:24])([F:22])[F:23])[CH2:12][CH2:13]1. (3) Given the reactants [S:1]1[C:5]([CH:6]=O)=[CH:4][C:3]2[CH:8]=[CH:9][CH:10]=[CH:11][C:2]1=2.[C:12]([O:16][C:17]([N:19]1[C@@H:27]2[C@@H:22]([CH2:23][CH2:24][CH2:25][CH2:26]2)[CH2:21][C@H:20]1[CH2:28][NH2:29])=[O:18])([CH3:15])([CH3:14])[CH3:13].C(O[BH-](OC(=O)C)OC(=O)C)(=O)C.[Na+], predict the reaction product. The product is: [C:12]([O:16][C:17]([N:19]1[C@@H:27]2[C@@H:22]([CH2:23][CH2:24][CH2:25][CH2:26]2)[CH2:21][C@H:20]1[CH2:28][NH:29][CH2:6][C:5]1[S:1][C:2]2[CH:11]=[CH:10][CH:9]=[CH:8][C:3]=2[CH:4]=1)=[O:18])([CH3:15])([CH3:14])[CH3:13]. (4) The product is: [CH2:9]([O:8][C:6]([N:4]1[CH2:5][C:2]([CH:16]2[CH2:21][CH2:20][CH2:19][CH2:18][CH:17]2[NH2:29])([OH:1])[CH2:3]1)=[O:7])[C:10]1[CH:15]=[CH:14][CH:13]=[CH:12][CH:11]=1. Given the reactants [OH:1][C:2]1([CH:16]2[CH2:21][CH2:20][CH2:19][CH2:18][C:17]2=O)[CH2:5][N:4]([C:6]([O:8][CH2:9][C:10]2[CH:15]=[CH:14][CH:13]=[CH:12][CH:11]=2)=[O:7])[CH2:3]1.C([O-])(=O)C.[NH4+].C([BH3-])#[N:29].[Na+].Cl, predict the reaction product. (5) Given the reactants Cl.[NH2:2][C@H:3]([C:5]([C@@H:7]1[C:13]2[CH:14]=[CH:15][CH2:16][CH2:17][C:12]=2[CH2:11][CH:10]([NH2:18])[N:9]([CH3:19])[C:8]1=[O:20])=[O:6])[CH3:4].C([NH:28][C@H:29]([C:39](O)=[O:40])[CH:30]([C:35]([F:38])([F:37])[F:36])[C:31]([F:34])([F:33])[F:32])(OC(C)(C)C)=O, predict the reaction product. The product is: [F:32][C:31]([F:33])([F:34])[CH:30]([C:35]([F:36])([F:38])[F:37])[C@@H:29]([C:39]([NH:2][C@H:3]([C:5]([C@@H:7]1[C:13]2[CH:14]=[CH:15][CH2:16][CH2:17][C:12]=2[CH2:11][CH:10]([NH2:18])[N:9]([CH3:19])[C:8]1=[O:20])=[O:6])[CH3:4])=[O:40])[NH2:28]. (6) Given the reactants [Br:1][C:2]1[CH:3]=[N:4][C:5]2[CH:6]=[CH:7][CH:8]=[N+:9]([O-])[C:10]=2[CH:11]=1.C1(C)C=CC(S(Cl)(=O)=[O:20])=CC=1.C(=O)([O-])[O-].[K+].[K+].O, predict the reaction product. The product is: [Br:1][C:2]1[CH:11]=[C:10]2[C:5]([CH:6]=[CH:7][C:8](=[O:20])[NH:9]2)=[N:4][CH:3]=1. (7) Given the reactants [Li+].[OH-].FC1C=C(C=CC=1F)C([O:9][CH2:10][C@@H:11]([N:15]([CH3:26])[C:16](=[O:25])[C:17]1[CH:22]=[CH:21][C:20]([F:23])=[C:19]([F:24])[CH:18]=1)[CH:12]([CH3:14])[CH3:13])=O.C(O)(=O)C.C([O-])(O)=O.[Na+], predict the reaction product. The product is: [F:24][C:19]1[CH:18]=[C:17]([CH:22]=[CH:21][C:20]=1[F:23])[C:16]([N:15]([C@@H:11]([CH:12]([CH3:14])[CH3:13])[CH2:10][OH:9])[CH3:26])=[O:25]. (8) Given the reactants C1C(=O)N([I:8])C(=O)C1.C(O)(C(F)(F)F)=O.[NH:16]1[C:20]([C:21]([O:23][CH2:24][CH3:25])=[O:22])=[CH:19][CH:18]=[N:17]1, predict the reaction product. The product is: [I:8][C:19]1[C:20]([C:21]([O:23][CH2:24][CH3:25])=[O:22])=[N:16][NH:17][CH:18]=1. (9) Given the reactants [N:1]([C@H:4]1[CH2:8][CH2:7][N:6]([C:9]([O:11][C:12]([CH3:15])([CH3:14])[CH3:13])=[O:10])[CH2:5]1)=[N+]=[N-], predict the reaction product. The product is: [NH2:1][C@H:4]1[CH2:8][CH2:7][N:6]([C:9]([O:11][C:12]([CH3:15])([CH3:14])[CH3:13])=[O:10])[CH2:5]1. (10) Given the reactants [CH:1]([C:3]1[CH:17]=[CH:16][C:6]([O:7][CH2:8][C:9]([O:11][C:12]([CH3:15])([CH3:14])[CH3:13])=[O:10])=[CH:5][CH:4]=1)=O.[Cl:18][C:19]1[CH:25]=[CH:24][C:22]([NH2:23])=[CH:21][CH:20]=1, predict the reaction product. The product is: [Cl:18][C:19]1[CH:25]=[CH:24][C:22](/[N:23]=[CH:1]/[C:3]2[CH:17]=[CH:16][C:6]([O:7][CH2:8][C:9]([O:11][C:12]([CH3:15])([CH3:14])[CH3:13])=[O:10])=[CH:5][CH:4]=2)=[CH:21][CH:20]=1.